This data is from Forward reaction prediction with 1.9M reactions from USPTO patents (1976-2016). The task is: Predict the product of the given reaction. (1) Given the reactants [Cl:1][C:2]1[S:6][C:5]([C:7]([OH:9])=O)=[CH:4][CH:3]=1.C(Cl)(=O)C(Cl)=O.[N:16]1[CH:21]=[CH:20][C:19]([N:22]2[CH2:27][CH2:26][CH:25]([CH2:28][NH:29][C:30]3[C:35]([NH2:36])=[CH:34][CH:33]=[CH:32][N:31]=3)[CH2:24][CH2:23]2)=[CH:18][CH:17]=1, predict the reaction product. The product is: [Cl:1][C:2]1[S:6][C:5]([C:7]([NH:36][C:35]2[C:30]([NH:29][CH2:28][CH:25]3[CH2:26][CH2:27][N:22]([C:19]4[CH:18]=[CH:17][N:16]=[CH:21][CH:20]=4)[CH2:23][CH2:24]3)=[N:31][CH:32]=[CH:33][CH:34]=2)=[O:9])=[CH:4][CH:3]=1. (2) Given the reactants [CH:1]1[CH:6]=[N:5][CH:4]=[C:3]([CH2:7][C:8]([P:14]([OH:17])([OH:16])=[O:15])([P:10]([OH:13])([OH:12])=[O:11])[OH:9])[CH:2]=1.O.[OH-].[Na+:20], predict the reaction product. The product is: [CH:1]1[CH:6]=[N:5][CH:4]=[C:3]([CH2:7][C:8]([P:10]([O-:12])([OH:13])=[O:11])([P:14]([OH:17])([OH:16])=[O:15])[OH:9])[CH:2]=1.[Na+:20]. (3) Given the reactants [CH3:1][O:2][C:3]1[CH:8]=[C:7]([O:9][C:10]2[CH:11]=[CH:12][C:13]([N+:18]([O-])=O)=[C:14]([CH:17]=2)[NH:15][CH3:16])[CH:6]=[C:5]([CH3:21])[N:4]=1.[Cl-].[NH4+].C(O)C, predict the reaction product. The product is: [CH3:1][O:2][C:3]1[CH:8]=[C:7]([O:9][C:10]2[CH:17]=[C:14]([NH:15][CH3:16])[C:13]([NH2:18])=[CH:12][CH:11]=2)[CH:6]=[C:5]([CH3:21])[N:4]=1.